This data is from Full USPTO retrosynthesis dataset with 1.9M reactions from patents (1976-2016). The task is: Predict the reactants needed to synthesize the given product. (1) Given the product [Cl:43][C:44]1[CH:45]=[CH:46][C:47]2[N:53]3[C:54]([C:57]([CH3:61])([CH3:60])[CH2:58][OH:59])=[N:55][N:56]=[C:52]3[CH:51]([CH2:62][C:63]([N:77]3[CH2:82][CH2:81][S:80](=[O:84])(=[O:83])[CH2:79][CH2:78]3)=[O:64])[O:50][CH:49]([C:66]3[CH:71]=[CH:70][CH:69]=[C:68]([O:72][CH3:73])[C:67]=3[O:74][CH3:75])[C:48]=2[CH:76]=1, predict the reactants needed to synthesize it. The reactants are: C1CN([P+](ON2N=NC3C=CC=CC2=3)(N2CCCC2)N2CCCC2)CC1.F[P-](F)(F)(F)(F)F.C(N(CC)C(C)C)(C)C.[Cl:43][C:44]1[CH:45]=[CH:46][C:47]2[N:53]3[C:54]([C:57]([CH3:61])([CH3:60])[CH2:58][OH:59])=[N:55][N:56]=[C:52]3[CH:51]([CH2:62][C:63](O)=[O:64])[O:50][CH:49]([C:66]3[CH:71]=[CH:70][CH:69]=[C:68]([O:72][CH3:73])[C:67]=3[O:74][CH3:75])[C:48]=2[CH:76]=1.[NH:77]1[CH2:82][CH2:81][S:80](=[O:84])(=[O:83])[CH2:79][CH2:78]1. (2) Given the product [NH2:13][C:5]1[C:6]([CH3:12])=[C:7]([C:2]([F:1])=[CH:3][CH:4]=1)[C:8]([O:10][CH3:11])=[O:9], predict the reactants needed to synthesize it. The reactants are: [F:1][C:2]1[C:7]([C:8]([O:10][CH3:11])=[O:9])=[C:6]([CH3:12])[C:5]([N+:13]([O-])=O)=[CH:4][CH:3]=1. (3) Given the product [CH:1]1([CH2:6][CH:7]([C:11]2[CH:16]=[CH:15][C:14]([S:17][C:18]([F:21])([F:20])[F:19])=[CH:13][CH:12]=2)[C:8]([NH:49][C:50]2[CH:55]=[CH:54][CH:53]=[CH:52][N:51]=2)=[O:10])[CH2:2][CH2:3][CH2:4][CH2:5]1, predict the reactants needed to synthesize it. The reactants are: [CH:1]1([CH2:6][CH:7]([C:11]2[CH:16]=[CH:15][C:14]([S:17][C:18]([F:21])([F:20])[F:19])=[CH:13][CH:12]=2)[C:8]([OH:10])=O)[CH2:5][CH2:4][CH2:3][CH2:2]1.C1(P(C2C=CC=CC=2)C2C=CC=CC=2)C=CC=CC=1.BrN1C(=O)CCC1=O.[NH2:49][C:50]1[CH:55]=[CH:54][CH:53]=[CH:52][N:51]=1. (4) Given the product [Cl:20][C:21]1[S:25][C:24]([S:26]([NH:1][C:2]2[C:10]3[C:5](=[CH:6][CH:7]=[CH:8][C:9]=3[O:11][CH3:12])[N:4]([C:13]([O:15][C:16]([CH3:19])([CH3:18])[CH3:17])=[O:14])[N:3]=2)(=[O:28])=[O:27])=[CH:23][CH:22]=1, predict the reactants needed to synthesize it. The reactants are: [NH2:1][C:2]1[C:10]2[C:5](=[CH:6][CH:7]=[CH:8][C:9]=2[O:11][CH3:12])[N:4]([C:13]([O:15][C:16]([CH3:19])([CH3:18])[CH3:17])=[O:14])[N:3]=1.[Cl:20][C:21]1[S:25][C:24]([S:26](Cl)(=[O:28])=[O:27])=[CH:23][CH:22]=1.N1C=CC=CC=1. (5) Given the product [Br:12][C:13]1[CH:14]=[C:15]([N:30]=[CH:1][N:2]([CH2:3][CH3:32])[CH3:5])[C:16]([CH3:29])=[N:17][C:18]=1[O:19][C@H:20]1[CH2:21][CH2:22][C@@H:23]([CH:26]([CH3:27])[CH3:28])[CH2:24][CH2:25]1, predict the reactants needed to synthesize it. The reactants are: [CH3:1][N+:2]([CH3:5])=[CH:3]Cl.[Cl-].P(Cl)(Cl)(Cl)=O.[Br:12][C:13]1[CH:14]=[C:15]([NH2:30])[C:16]([CH3:29])=[N:17][C:18]=1[O:19][C@H:20]1[CH2:25][CH2:24][C@@H:23]([CH:26]([CH3:28])[CH3:27])[CH2:22][CH2:21]1.Cl[CH2:32]Cl. (6) Given the product [NH2:1][C:4]1[CH:5]=[CH:6][C:7]([CH2:10][CH:11]([C:18]2[CH:23]=[CH:22][C:21]([C:24]3[NH:28][C:27]([C@@H:29]4[CH2:33][CH2:32][CH2:31][N:30]4[C:34]([O:36][C:37]([CH3:40])([CH3:39])[CH3:38])=[O:35])=[N:26][CH:25]=3)=[CH:20][CH:19]=2)[C:12]2[CH:13]=[CH:14][CH:15]=[CH:16][CH:17]=2)=[CH:8][CH:9]=1, predict the reactants needed to synthesize it. The reactants are: [N+:1]([C:4]1[CH:9]=[CH:8][C:7]([CH:10]=[C:11]([C:18]2[CH:23]=[CH:22][C:21]([C:24]3[NH:28][C:27]([C@@H:29]4[CH2:33][CH2:32][CH2:31][N:30]4[C:34]([O:36][C:37]([CH3:40])([CH3:39])[CH3:38])=[O:35])=[N:26][CH:25]=3)=[CH:20][CH:19]=2)[C:12]2[CH:17]=[CH:16][CH:15]=[CH:14][CH:13]=2)=[CH:6][CH:5]=1)([O-])=O. (7) Given the product [ClH:36].[CH3:34][N:32]1[CH:33]=[C:29]([C:22]2[N:21]=[C:20]([C:17]3[CH:18]=[CH:19][N:15]([C:4]4([CH2:3][C:1]#[N:2])[CH2:7][NH:6][CH2:5]4)[N:16]=3)[N:25]3[CH:26]=[CH:27][N:28]=[C:24]3[CH:23]=2)[CH:30]=[N:31]1, predict the reactants needed to synthesize it. The reactants are: [C:1]([CH2:3][C:4]1([N:15]2[CH:19]=[CH:18][C:17]([C:20]3[N:25]4[CH:26]=[CH:27][N:28]=[C:24]4[CH:23]=[C:22]([C:29]4[CH:30]=[N:31][N:32]([CH3:34])[CH:33]=4)[N:21]=3)=[N:16]2)[CH2:7][N:6](C(OC(C)(C)C)=O)[CH2:5]1)#[N:2].C(Cl)[Cl:36].Cl.O1CCOCC1. (8) Given the product [CH2:1]([O:3][C:4](=[O:30])[CH2:5][C@H:6]([NH:14][C:15]([C:17]1[CH:21]=[C:20]([O:22][CH2:69][C:70]2([CH3:74])[CH2:73][O:72][CH2:71]2)[N:19]([C:23]2[CH:28]=[CH:27][CH:26]=[CH:25][C:24]=2[F:29])[N:18]=1)=[O:16])[C:7]1[CH:12]=[CH:11][CH:10]=[CH:9][C:8]=1[CH3:13])[CH3:2], predict the reactants needed to synthesize it. The reactants are: [CH2:1]([O:3][C:4](=[O:30])[CH2:5][C@H:6]([NH:14][C:15]([C:17]1[CH:21]=[C:20]([OH:22])[N:19]([C:23]2[CH:28]=[CH:27][CH:26]=[CH:25][C:24]=2[F:29])[N:18]=1)=[O:16])[C:7]1[CH:12]=[CH:11][CH:10]=[CH:9][C:8]=1[CH3:13])[CH3:2].FC1C=CC=CC=1N1C(O)=CC(C(O)=O)=N1.N[C@H](C1C=CC=CC=1C)CC(OCC)=O.C(=O)([O-])[O-].[Cs+].[Cs+].Br[CH2:69][C:70]1([CH3:74])[CH2:73][O:72][CH2:71]1.